Dataset: Forward reaction prediction with 1.9M reactions from USPTO patents (1976-2016). Task: Predict the product of the given reaction. Given the reactants [CH2:1]([CH:4]1[CH2:9][CH2:8][N:7]([C:10]([O:12][CH2:13][C:14]2[CH:19]=[CH:18][CH:17]=[CH:16][CH:15]=2)=[O:11])[CH2:6][C:5]1=O)[CH:2]=[CH2:3].C1(P(=[CH:40][C:41]([O:43][CH3:44])=[O:42])(C2C=CC=CC=2)C2C=CC=CC=2)C=CC=CC=1, predict the reaction product. The product is: [CH2:1]([CH:4]1[CH2:9][CH2:8][N:7]([C:10]([O:12][CH2:13][C:14]2[CH:19]=[CH:18][CH:17]=[CH:16][CH:15]=2)=[O:11])[CH2:6][C:5]1=[CH:40][C:41]([O:43][CH3:44])=[O:42])[CH:2]=[CH2:3].